The task is: Regression. Given a peptide amino acid sequence and an MHC pseudo amino acid sequence, predict their binding affinity value. This is MHC class II binding data.. This data is from Peptide-MHC class II binding affinity with 134,281 pairs from IEDB. (1) The peptide sequence is GELQIVDKIDAAAKI. The MHC is DRB1_1201 with pseudo-sequence DRB1_1201. The binding affinity (normalized) is 0.533. (2) The MHC is DRB1_0101 with pseudo-sequence DRB1_0101. The peptide sequence is FFDLPLPWTSGATTE. The binding affinity (normalized) is 0.343. (3) The peptide sequence is RSPISNMVSMANNHM. The MHC is DRB1_1501 with pseudo-sequence DRB1_1501. The binding affinity (normalized) is 0.592. (4) The peptide sequence is SQDLELVWNLNGLQAY. The MHC is DRB1_0401 with pseudo-sequence DRB1_0401. The binding affinity (normalized) is 0.183.